Dataset: Peptide-MHC class I binding affinity with 185,985 pairs from IEDB/IMGT. Task: Regression. Given a peptide amino acid sequence and an MHC pseudo amino acid sequence, predict their binding affinity value. This is MHC class I binding data. (1) The binding affinity (normalized) is 0.194. The peptide sequence is DYPNQEYDYF. The MHC is Mamu-B17 with pseudo-sequence Mamu-B17. (2) The peptide sequence is NLYKVYNGI. The MHC is HLA-A02:03 with pseudo-sequence HLA-A02:03. The binding affinity (normalized) is 0.619. (3) The peptide sequence is IYVLVMLVL. The MHC is HLA-A26:01 with pseudo-sequence HLA-A26:01. The binding affinity (normalized) is 0. (4) The peptide sequence is IAQLNRPAM. The MHC is HLA-B35:01 with pseudo-sequence HLA-B35:01. The binding affinity (normalized) is 0.729. (5) The peptide sequence is KSLTTTMQFK. The MHC is HLA-B18:01 with pseudo-sequence HLA-B18:01. The binding affinity (normalized) is 0.0847. (6) The peptide sequence is RTLAYARM. The MHC is H-2-Db with pseudo-sequence H-2-Db. The binding affinity (normalized) is 0. (7) The peptide sequence is QPRPRGDNF. The MHC is HLA-B35:01 with pseudo-sequence HLA-B35:01. The binding affinity (normalized) is 0.149.